Dataset: Peptide-MHC class II binding affinity with 134,281 pairs from IEDB. Task: Regression. Given a peptide amino acid sequence and an MHC pseudo amino acid sequence, predict their binding affinity value. This is MHC class II binding data. (1) The peptide sequence is GEAQIVDKIDAAFKI. The MHC is DRB1_1302 with pseudo-sequence DRB1_1302. The binding affinity (normalized) is 0.590. (2) The peptide sequence is INLIIHYVHRAGALG. The MHC is DRB1_1602 with pseudo-sequence DRB1_1602. The binding affinity (normalized) is 0.542. (3) The peptide sequence is QFKRASPILRFLYAN. The MHC is DRB1_0901 with pseudo-sequence DRB1_0901. The binding affinity (normalized) is 0.930. (4) The peptide sequence is YASVEAANASPLQVA. The MHC is HLA-DQA10501-DQB10201 with pseudo-sequence HLA-DQA10501-DQB10201. The binding affinity (normalized) is 0.622.